Dataset: Full USPTO retrosynthesis dataset with 1.9M reactions from patents (1976-2016). Task: Predict the reactants needed to synthesize the given product. (1) Given the product [C:1]([NH:4][C:5]1[CH:6]=[C:7]([CH:41]=[CH:42][CH:43]=1)[C:8]([NH:10][C:11]1[CH:20]=[C:19]([C:21]2[C:30]3[C:25](=[CH:26][C:27]([O:36][CH2:37][CH3:38])=[C:28]4[O:33][C:32]([CH3:34])([CH3:35])[CH2:31][C:29]4=3)[CH2:24][C:23]([CH3:40])([CH3:39])[N:22]=2)[CH:18]=[CH:17][C:12]=1[C:13]([OH:15])=[O:14])=[O:9])(=[O:3])[CH3:2], predict the reactants needed to synthesize it. The reactants are: [C:1]([NH:4][C:5]1[CH:6]=[C:7]([CH:41]=[CH:42][CH:43]=1)[C:8]([NH:10][C:11]1[CH:20]=[C:19]([C:21]2[C:30]3[C:25](=[CH:26][C:27]([O:36][CH2:37][CH3:38])=[C:28]4[O:33][C:32]([CH3:35])([CH3:34])[CH2:31][C:29]4=3)[CH2:24][C:23]([CH3:40])([CH3:39])[N:22]=2)[CH:18]=[CH:17][C:12]=1[C:13]([O:15]C)=[O:14])=[O:9])(=[O:3])[CH3:2].[OH-].[Na+].Cl. (2) Given the product [CH2:9]([C:4]1[CH:3]=[C:2]([C:15]2[CH:14]=[N:13][N:12]([CH3:11])[CH:16]=2)[CH:8]=[CH:7][C:5]=1[NH2:6])[CH3:10], predict the reactants needed to synthesize it. The reactants are: Br[C:2]1[CH:8]=[CH:7][C:5]([NH2:6])=[C:4]([CH2:9][CH3:10])[CH:3]=1.[CH3:11][N:12]1[CH:16]=[C:15](B(O)O)[CH:14]=[N:13]1.C(=O)([O-])[O-].[Cs+].[Cs+]. (3) The reactants are: Cl.[F:2][C:3]1[CH:4]=[N:5][C:6]([C@@H:9]([NH2:11])[CH3:10])=[N:7][CH:8]=1.C(N(CC)CC)C.[Cl:19][C:20]1[N:25]=[C:24](Cl)[N:23]=[C:22]([NH:27][C:28]2[N:29]=[CH:30][N:31]([CH3:33])[CH:32]=2)[N:21]=1. Given the product [Cl:19][C:20]1[N:25]=[C:24]([NH:11][C@H:9]([C:6]2[N:7]=[CH:8][C:3]([F:2])=[CH:4][N:5]=2)[CH3:10])[N:23]=[C:22]([NH:27][C:28]2[N:29]=[CH:30][N:31]([CH3:33])[CH:32]=2)[N:21]=1, predict the reactants needed to synthesize it.